Dataset: Reaction yield outcomes from USPTO patents with 853,638 reactions. Task: Predict the reaction yield, written as a fraction of the theoretical maximum amount of product (1.0 means a 100% yield; for example, 0.34 means a 34% yield). The reactants are N1C=CC=CC=1.CS(O)(=O)=O.[CH:12]1([C:18]2[C:26]3[C:25](=[O:27])[NH:24][C:23]([C:28]4[CH:33]=[CH:32][C:31](N5CCC(O)CC5)=[CH:30][C:29]=4OC)=[N:22][C:21]=3[N:20]([CH3:43])[N:19]=2)[CH2:17][CH2:16][CH2:15][CH2:14][CH2:13]1.[Br:44]C1C=CC(C(Cl)=O)=CC=1.C(=O)([O-])O.[Na+]. The catalyst is C(Cl)(Cl)Cl. The product is [Br:44][C:31]1[CH:32]=[CH:33][C:28]([C:23]2[NH:24][C:25](=[O:27])[C:26]3[C:18]([CH:12]4[CH2:17][CH2:16][CH2:15][CH2:14][CH2:13]4)=[N:19][N:20]([CH3:43])[C:21]=3[N:22]=2)=[CH:29][CH:30]=1. The yield is 0.150.